This data is from Catalyst prediction with 721,799 reactions and 888 catalyst types from USPTO. The task is: Predict which catalyst facilitates the given reaction. (1) Reactant: [NH2:1][CH2:2][CH2:3][C@H:4]1[CH2:9][CH2:8][CH2:7][CH2:6][N:5]1C(OCC1C=CC=CC=1)=O. Product: [NH:5]1[CH2:6][CH2:7][CH2:8][CH2:9][C@@H:4]1[CH2:3][CH2:2][NH2:1]. The catalyst class is: 19. (2) Reactant: [NH2:1][C:2]1[N:6]([C:7]2[CH:12]=[CH:11][CH:10]=[CH:9][C:8]=2O)[N:5]=[C:4]([C:14]([CH3:17])([CH3:16])[CH3:15])[CH:3]=1.C1(P(C2C=CC=CC=2)C2C=CC=CC=2)C=CC=CC=1.O1CCCCC1[O:43][CH2:44][CH2:45][OH:46].CC(OC(/N=N/C(OC(C)C)=O)=O)C. The catalyst class is: 1. Product: [NH2:1][C:2]1[N:6]([C:7]2[CH:12]=[C:11]([CH:10]=[CH:9][CH:8]=2)[O:43][CH2:44][CH2:45][OH:46])[N:5]=[C:4]([C:14]([CH3:17])([CH3:16])[CH3:15])[CH:3]=1. (3) Reactant: [C:1]([CH:4]([CH2:12][C:13]([C:15]1[C:20]([F:21])=[CH:19][CH:18]=[CH:17][C:16]=1[F:22])=O)[C:5]([O:7][C:8]([CH3:11])([CH3:10])[CH3:9])=[O:6])(=O)[CH3:2].C([O-])(=O)C.[NH4+:27]. Product: [F:22][C:16]1[CH:17]=[CH:18][CH:19]=[C:20]([F:21])[C:15]=1[C:13]1[NH:27][C:1]([CH3:2])=[C:4]([C:5]([O:7][C:8]([CH3:11])([CH3:10])[CH3:9])=[O:6])[CH:12]=1. The catalyst class is: 15. (4) Reactant: Br[C:2]1[CH:7]=[CH:6][CH:5]=[CH:4][C:3]=1OC.[Cl-].[Al+3].[Cl-].[Cl-].CO[C:16]1[CH:17]=[C:18]([CH:22]=[CH:23][CH:24]=1)[C:19](Cl)=[O:20]. Product: [C:19]([C:2]1[CH:3]=[CH:4][CH:5]=[CH:6][CH:7]=1)(=[O:20])[C:18]1[CH:22]=[CH:23][CH:24]=[CH:16][CH:17]=1. The catalyst class is: 4. (5) Reactant: [CH3:1][O:2][C:3]1[CH:4]=[C:5]2[C:10](=[CH:11][C:12]=1[O:13][CH3:14])[N:9]=[CH:8][N:7]=[C:6]2[O:15][C:16]1[CH:22]=[CH:21][C:19]([NH2:20])=[CH:18][CH:17]=1.C1(C)C=CC=CC=1.C(N(CC)CC)C.Cl[C:38](Cl)([O:40]C(=O)OC(Cl)(Cl)Cl)Cl.[C:49]1([CH:55]([OH:59])[CH2:56][CH2:57][CH3:58])[CH:54]=[CH:53][CH:52]=[CH:51][CH:50]=1. Product: [CH3:1][O:2][C:3]1[CH:4]=[C:5]2[C:10](=[CH:11][C:12]=1[O:13][CH3:14])[N:9]=[CH:8][N:7]=[C:6]2[O:15][C:16]1[CH:22]=[CH:21][C:19]([NH:20][C:38](=[O:40])[O:59][CH:55]([C:49]2[CH:54]=[CH:53][CH:52]=[CH:51][CH:50]=2)[CH2:56][CH2:57][CH3:58])=[CH:18][CH:17]=1. The catalyst class is: 2. (6) Reactant: [F-].C([N+](CCCC)(CCCC)CCCC)CCC.[Si]([O:26][C:27]1[C:36]2[C:31](=[CH:32][CH:33]=[CH:34][CH:35]=2)[C:30]([CH2:37][CH2:38][CH2:39][CH2:40][NH:41][C:42](=[O:51])[O:43][CH2:44][C:45]2[CH:50]=[CH:49][CH:48]=[CH:47][CH:46]=2)=[CH:29][CH:28]=1)(C(C)(C)C)(C)C. Product: [OH:26][C:27]1[C:36]2[C:31](=[CH:32][CH:33]=[CH:34][CH:35]=2)[C:30]([CH2:37][CH2:38][CH2:39][CH2:40][NH:41][C:42](=[O:51])[O:43][CH2:44][C:45]2[CH:50]=[CH:49][CH:48]=[CH:47][CH:46]=2)=[CH:29][CH:28]=1. The catalyst class is: 1.